This data is from Catalyst prediction with 721,799 reactions and 888 catalyst types from USPTO. The task is: Predict which catalyst facilitates the given reaction. Reactant: [Cl-:1].[Li+].[Zn:3].[Br:4]CCBr.C[Si](Cl)(C)C.II.Br[CH:16]([C:18]1[CH:23]=[CH:22][CH:21]=[C:20](Cl)[CH:19]=1)[CH3:17]. Product: [Br:4][Zn:3][CH:16]([C:18]1[CH:23]=[CH:22][CH:21]=[C:20]([Cl:1])[CH:19]=1)[CH3:17]. The catalyst class is: 1.